From a dataset of Forward reaction prediction with 1.9M reactions from USPTO patents (1976-2016). Predict the product of the given reaction. Given the reactants [F:1][C:2]([F:13])([F:12])[C:3]1[CH:8]=[CH:7][C:6](B(O)O)=[CH:5][CH:4]=1.Br[C:15]1[CH:20]=[CH:19][C:18]([C:21]([OH:23])=[O:22])=[C:17]([F:24])[CH:16]=1, predict the reaction product. The product is: [F:24][C:17]1[CH:16]=[C:15]([C:6]2[CH:7]=[CH:8][C:3]([C:2]([F:13])([F:12])[F:1])=[CH:4][CH:5]=2)[CH:20]=[CH:19][C:18]=1[C:21]([OH:23])=[O:22].